This data is from Aqueous solubility values for 9,982 compounds from the AqSolDB database. The task is: Regression/Classification. Given a drug SMILES string, predict its absorption, distribution, metabolism, or excretion properties. Task type varies by dataset: regression for continuous measurements (e.g., permeability, clearance, half-life) or binary classification for categorical outcomes (e.g., BBB penetration, CYP inhibition). For this dataset (solubility_aqsoldb), we predict Y. (1) The drug is O=[N+]([O-])OC1CCCC(O[N+](=O)[O-])C1. The Y is -2.33 log mol/L. (2) The compound is CCCCOCC(C)OCC(C)O. The Y is -0.653 log mol/L. (3) The compound is Cl/C=C\Cl. The Y is -1.30 log mol/L. (4) The drug is Brc1cc(Br)c(OCCOc2c(Br)cc(Br)cc2Br)c(Br)c1. The Y is -6.54 log mol/L. (5) The drug is Clc1ccccc1-c1ccccc1Cl. The Y is -5.08 log mol/L. (6) The drug is CC(O)c1cc(N)ccc1N.O=S(=O)([O-])[O-]. The Y is -0.686 log mol/L. (7) The molecule is Cc1ccccc1OP(=S)(S)Oc1ccccc1C. The Y is -1.06 log mol/L.